Dataset: Full USPTO retrosynthesis dataset with 1.9M reactions from patents (1976-2016). Task: Predict the reactants needed to synthesize the given product. Given the product [N:1]1[CH:6]=[CH:5][C:4]([C:7]2[CH:14]=[CH:13][C:10]([C:11]([OH:20])=[O:12])=[CH:9][CH:8]=2)=[CH:3][CH:2]=1, predict the reactants needed to synthesize it. The reactants are: [N:1]1[CH:6]=[CH:5][C:4]([C:7]2[CH:14]=[CH:13][C:10]([CH:11]=[O:12])=[CH:9][CH:8]=2)=[CH:3][CH:2]=1.CC(=CC)C.[O-:20]Cl=O.[Na+].